Dataset: Forward reaction prediction with 1.9M reactions from USPTO patents (1976-2016). Task: Predict the product of the given reaction. Given the reactants C(P(CCCC)CCCC)CCC.[OH:14][C:15]1[CH:16]=[C:17]([CH2:21][C:22]([O:24][CH2:25][CH3:26])=[O:23])[CH:18]=[CH:19][CH:20]=1.[Br:27][C:28]1[CH:33]=[CH:32][C:31]([C:34]2[CH:39]=[CH:38][C:37](/[C:40](/[CH3:44])=[CH:41]/[CH2:42]O)=[CH:36][CH:35]=2)=[CH:30][CH:29]=1, predict the reaction product. The product is: [CH2:25]([O:24][C:22](=[O:23])[CH2:21][C:17]1[CH:18]=[CH:19][CH:20]=[C:15]([O:14][CH2:42]/[CH:41]=[C:40](/[C:37]2[CH:38]=[CH:39][C:34]([C:31]3[CH:30]=[CH:29][C:28]([Br:27])=[CH:33][CH:32]=3)=[CH:35][CH:36]=2)\[CH3:44])[CH:16]=1)[CH3:26].